The task is: Regression. Given a peptide amino acid sequence and an MHC pseudo amino acid sequence, predict their binding affinity value. This is MHC class I binding data.. This data is from Peptide-MHC class I binding affinity with 185,985 pairs from IEDB/IMGT. (1) The peptide sequence is GQMYNMNTL. The MHC is HLA-A29:02 with pseudo-sequence HLA-A29:02. The binding affinity (normalized) is 0.0847. (2) The peptide sequence is EMGANFKAER. The MHC is HLA-A33:01 with pseudo-sequence HLA-A33:01. The binding affinity (normalized) is 0.746. (3) The peptide sequence is SSSVDVDIY. The MHC is HLA-A68:01 with pseudo-sequence HLA-A68:01. The binding affinity (normalized) is 0.262. (4) The peptide sequence is LFILLLCLI. The MHC is Patr-A0901 with pseudo-sequence Patr-A0901. The binding affinity (normalized) is 0.178. (5) The peptide sequence is RQHPGLFPF. The MHC is HLA-C14:02 with pseudo-sequence HLA-C14:02. The binding affinity (normalized) is 0.351.